This data is from Full USPTO retrosynthesis dataset with 1.9M reactions from patents (1976-2016). The task is: Predict the reactants needed to synthesize the given product. (1) Given the product [Cl:41][C:23]1[CH:24]=[C:25]([C:28]2[CH:33]=[CH:32][CH:31]=[CH:30][C:29]=2[CH2:34][CH2:35][NH:36][C:37](=[O:38])[O:39][CH3:40])[CH:26]=[CH:27][C:22]=1[C@H:10]1[C@H:11]([C:14]2[CH:19]=[CH:18][N:17]([CH3:20])[C:16](=[O:21])[CH:15]=2)[CH2:12][CH2:13][NH:8][CH2:9]1, predict the reactants needed to synthesize it. The reactants are: C(OC([N:8]1[CH2:13][CH2:12][C@@H:11]([C:14]2[CH:19]=[CH:18][N:17]([CH3:20])[C:16](=[O:21])[CH:15]=2)[C@H:10]([C:22]2[CH:27]=[CH:26][C:25]([C:28]3[CH:33]=[CH:32][CH:31]=[CH:30][C:29]=3[CH2:34][CH2:35][NH:36][C:37]([O:39][CH3:40])=[O:38])=[CH:24][C:23]=2[Cl:41])[CH2:9]1)=O)(C)(C)C.Cl.O1CCOCC1. (2) Given the product [CH2:1]([O:3][C:4]([C:6]1[C:15](=[O:16])[C:14]2[C:9](=[C:10]([O:27][CH3:28])[C:11]([N:18]3[CH2:22][CH2:21][C@@H:20]([C:23]([NH2:26])([CH3:25])[CH3:24])[CH2:19]3)=[C:12]([F:17])[CH:13]=2)[N:8]([CH:29]2[CH2:30][CH2:31]2)[C:7]=1[SH:32])=[O:5])[CH3:2], predict the reactants needed to synthesize it. The reactants are: [CH2:1]([O:3][C:4]([C:6]1[C:15](=[O:16])[C:14]2[C:9](=[C:10]([O:27][CH3:28])[C:11]([N:18]3[CH2:22][CH2:21][C@@H:20]([C:23]([NH2:26])([CH3:25])[CH3:24])[CH2:19]3)=[C:12]([F:17])[CH:13]=2)[N:8]([CH:29]2[CH2:31][CH2:30]2)[C:7]=1[S:32](C)(=O)=O)=[O:5])[CH3:2].O.[SH-].[Na+]. (3) Given the product [CH3:1][CH2:2][C:3]([C:6]([O:8][C@@H:9]1[C@@H:14]2[C@@H:15]([CH2:20][CH2:21][C@H:22]3[O:28][C:26](=[O:27])[CH2:25][C@H:24]([OH:29])[CH2:23]3)[C@@H:16]([CH3:19])[CH:17]=[CH:18][C:13]2=[CH:12][C@H:11]([CH3:30])[CH2:10]1)=[O:7])([CH3:5])[CH3:4].[CH:31]1([CH3:41])[CH2:36][CH2:35][CH:34]([CH:37]([CH3:38])[CH3:39])[CH:33]([OH:40])[CH2:32]1, predict the reactants needed to synthesize it. The reactants are: [CH3:1][CH2:2][C:3]([C:6]([O:8][C@@H:9]1[C@@H:14]2[C@@H:15]([CH2:20][CH2:21][C@H:22]3[O:28][C:26](=[O:27])[CH2:25][C@H:24]([OH:29])[CH2:23]3)[C@@H:16]([CH3:19])[CH:17]=[CH:18][C:13]2=[CH:12][C@H:11]([CH3:30])[CH2:10]1)=[O:7])([CH3:5])[CH3:4].[CH:31]1([CH3:41])[CH2:36][CH2:35][CH:34]([CH:37]([CH3:39])[CH3:38])[CH:33]([OH:40])[CH2:32]1.CC1C(C)=C(OC(C)=O)C(C)=C2CC[C@](CCC[C@@H](CCC[C@@H](CCCC(C)C)C)C)(C)OC=12.